Dataset: Full USPTO retrosynthesis dataset with 1.9M reactions from patents (1976-2016). Task: Predict the reactants needed to synthesize the given product. (1) Given the product [CH3:1][O:2][C:3](=[O:23])[C@@H:4]([CH:17]1[CH2:22][CH2:21][CH2:20][CH2:19][CH2:18]1)[N:5]1[C:14](=[O:15])[C:13]2[C:8](=[CH:9][CH:10]=[CH:11][CH:12]=2)[N:7]([CH2:36][C:28]2[C:29]3[C:34](=[CH:33][CH:32]=[CH:31][C:30]=3[CH3:35])[N:26]([CH3:25])[CH:27]=2)[C:6]1=[O:16], predict the reactants needed to synthesize it. The reactants are: [CH3:1][O:2][C:3](=[O:23])[C@@H:4]([CH:17]1[CH2:22][CH2:21][CH2:20][CH2:19][CH2:18]1)[N:5]1[C:14](=[O:15])[C:13]2[C:8](=[CH:9][CH:10]=[CH:11][CH:12]=2)[NH:7][C:6]1=[O:16].[I-].[CH3:25][N:26]1[C:34]2[C:29](=[C:30]([CH3:35])[CH:31]=[CH:32][CH:33]=2)[C:28]([CH2:36][N+](C)(C)C)=[CH:27]1.C(=O)([O-])[O-].[K+].[K+]. (2) Given the product [CH3:33][C:7]1[CH:8]=[C:9]([O:12][CH2:13][CH2:14][C:15]2[N:16]=[C:17]([C:21]3[CH:26]=[CH:25][C:24]([C:27]4[CH:32]=[CH:31][CH:30]=[CH:29][N:28]=4)=[CH:23][CH:22]=3)[O:18][C:19]=2[CH3:20])[CH:10]=[CH:11][C:6]=1[CH2:5][CH2:4][C:3]([OH:34])=[O:2], predict the reactants needed to synthesize it. The reactants are: C[O:2][C:3](=[O:34])[CH2:4][CH2:5][C:6]1[CH:11]=[CH:10][C:9]([O:12][CH2:13][CH2:14][C:15]2[N:16]=[C:17]([C:21]3[CH:26]=[CH:25][C:24]([C:27]4[CH:32]=[CH:31][CH:30]=[CH:29][N:28]=4)=[CH:23][CH:22]=3)[O:18][C:19]=2[CH3:20])=[CH:8][C:7]=1[CH3:33].[OH-].[Na+].Cl. (3) Given the product [N:16]([CH2:19][CH2:20][CH2:21][S:22]([O:1][CH2:2][CH2:3][CH2:4][O:5][C:6]1[CH:15]=[CH:14][C:13]2[C:8](=[CH:9][CH:10]=[CH:11][CH:12]=2)[CH:7]=1)(=[O:24])=[O:23])=[N+:17]=[N-:18], predict the reactants needed to synthesize it. The reactants are: [OH:1][CH2:2][CH2:3][CH2:4][O:5][C:6]1[CH:15]=[CH:14][C:13]2[C:8](=[CH:9][CH:10]=[CH:11][CH:12]=2)[CH:7]=1.[N:16]([CH2:19][CH2:20][CH2:21][S:22](Cl)(=[O:24])=[O:23])=[N+:17]=[N-:18].C(N(CC)CC)C. (4) Given the product [CH2:1]([O:3][C:4]([C:6]1[C:7]([OH:25])=[C:8]2[C:14]([Br:15])=[C:13]([Br:16])[N:12]([CH2:17][C:18]3[CH:23]=[CH:22][CH:21]=[CH:20][C:19]=3[O:28][CH3:26])[C:9]2=[CH:10][N:11]=1)=[O:5])[CH3:2], predict the reactants needed to synthesize it. The reactants are: [CH2:1]([O:3][C:4]([C:6]1[C:7]([OH:25])=[C:8]2[C:14]([Br:15])=[C:13]([Br:16])[N:12]([CH2:17][C:18]3[CH:23]=[CH:22][C:21](F)=[CH:20][CH:19]=3)[C:9]2=[CH:10][N:11]=1)=[O:5])[CH3:2].[CH2:26]([O:28]C(C1C=CNC=1C)=O)C.COC1C=CC=CC=1CCl. (5) Given the product [Cl:8][C:6]1[CH:7]=[C:2]([NH:22][C:17]2[CH:16]=[CH:15][C:14]([O:13][CH3:12])=[C:19]([O:20][CH3:21])[N:18]=2)[C:3]2[N:4]([CH:9]=[CH:10][N:11]=2)[N:5]=1, predict the reactants needed to synthesize it. The reactants are: Br[C:2]1[C:3]2[N:4]([CH:9]=[CH:10][N:11]=2)[N:5]=[C:6]([Cl:8])[CH:7]=1.[CH3:12][O:13][C:14]1[CH:15]=[CH:16][C:17]([NH2:22])=[N:18][C:19]=1[O:20][CH3:21].[H-].[Na+]. (6) Given the product [CH2:14]([C:11]1[CH:12]=[CH:13][C:8]([O:7][CH:5]([CH3:6])[C:4]([OH:17])=[O:3])=[CH:9][CH:10]=1)[CH2:15][CH3:16], predict the reactants needed to synthesize it. The reactants are: C([O:3][C:4](=[O:17])[CH:5]([O:7][C:8]1[CH:13]=[CH:12][C:11]([CH2:14][CH2:15][CH3:16])=[CH:10][CH:9]=1)[CH3:6])C.[OH-].[Na+]. (7) Given the product [Cl:1][C:2]1[CH:11]=[C:10]2[C:5]([C:6]([O:12][C:20](=[O:29])[N:21]([CH3:28])[C:22]3[CH:27]=[CH:26][CH:25]=[CH:24][CH:23]=3)=[CH:7][CH:8]=[N:9]2)=[CH:4][CH:3]=1, predict the reactants needed to synthesize it. The reactants are: [Cl:1][C:2]1[CH:11]=[C:10]2[C:5]([C:6]([OH:12])=[CH:7][CH:8]=[N:9]2)=[CH:4][CH:3]=1.[I-].C[N+]1C=CN([C:20](=[O:29])[N:21]([CH3:28])[C:22]2[CH:27]=[CH:26][CH:25]=[CH:24][CH:23]=2)C=1.C(N(CC)CC)C. (8) Given the product [Cl:8][C:9]1[CH:18]=[CH:17][C:12]([CH2:13][CH2:14][C:3](=[O:5])[CH2:2][F:1])=[CH:11][CH:10]=1, predict the reactants needed to synthesize it. The reactants are: [F:1][CH2:2][C:3]([O:5]CC)=O.[Cl:8][C:9]1[CH:18]=[CH:17][C:12]([CH2:13][CH2:14][Mg]Br)=[CH:11][CH:10]=1. (9) Given the product [NH2:26][C:5]([CH2:8][N:9]1[CH2:17][C:16]2[C:11](=[CH:12][CH:13]=[C:14]([CH2:18][CH2:19][CH2:20][CH2:21][CH2:22][CH2:23][CH2:24][CH3:25])[CH:15]=2)[CH2:10]1)([CH2:6][OH:7])[CH2:4][OH:3], predict the reactants needed to synthesize it. The reactants are: CC1(C)[O:7][CH2:6][C:5]([NH:26]C(=O)OC(C)(C)C)([CH2:8][N:9]2[CH2:17][C:16]3[C:11](=[CH:12][CH:13]=[C:14]([CH2:18][CH2:19][CH2:20][CH2:21][CH2:22][CH2:23][CH2:24][CH3:25])[CH:15]=3)[CH2:10]2)[CH2:4][O:3]1.CC1(C)OCC(NC(=O)OC(C)(C)C)(CNC2C=CC(CCCCCCCC)=CC=2)CO1.